Dataset: Merck oncology drug combination screen with 23,052 pairs across 39 cell lines. Task: Regression. Given two drug SMILES strings and cell line genomic features, predict the synergy score measuring deviation from expected non-interaction effect. Drug 1: O=P1(N(CCCl)CCCl)NCCCO1. Drug 2: N#Cc1ccc(Cn2cncc2CN2CCN(c3cccc(Cl)c3)C(=O)C2)cc1. Cell line: NCIH1650. Synergy scores: synergy=-1.60.